Dataset: Forward reaction prediction with 1.9M reactions from USPTO patents (1976-2016). Task: Predict the product of the given reaction. Given the reactants [CH3:1][O:2][CH2:3][CH2:4][NH2:5].[Br:6][C:7]1[CH:14]=[CH:13][C:10]([CH:11]=O)=[CH:9][CH:8]=1.C(O)(=O)C.C(O[BH-](OC(=O)C)OC(=O)C)(=O)C.[Na+], predict the reaction product. The product is: [Br:6][C:7]1[CH:14]=[CH:13][C:10]([CH2:11][NH:5][CH2:4][CH2:3][O:2][CH3:1])=[CH:9][CH:8]=1.